Dataset: Drug-target binding data from BindingDB using Kd measurements. Task: Regression. Given a target protein amino acid sequence and a drug SMILES string, predict the binding affinity score between them. We predict pKd (pKd = -log10(Kd in M); higher means stronger binding). Dataset: bindingdb_kd. (1) The small molecule is NC(=O)/C=C/c1cccc(C(F)(F)F)c1. The target protein (P07445) has sequence MNLPTAQEVQGLMARYIELVDVGDIEAIVQMYADDATVEDPFGQPPIHGREQIAAFYRQGLGGGKVRACLTGPVRASHNGCGAMPFRVEMVWNGQPCALDVIDVMRFDEHGRIQTMQAYWSEVNLSVREPQ. The pKd is 4.3. (2) The drug is CCCS(=O)(=O)Nc1ccc(F)c(C(=O)c2c[nH]c3ncc(Cl)cc23)c1F. The target protein (P07332) has sequence MGFSSELCSPQGHGVLQQMQEAELRLLEGMRKWMAQRVKSDREYAGLLHHMSLQDSGGQSRAISPDSPISQSWAEITSQTEGLSRLLRQHAEDLNSGPLSKLSLLIRERQQLRKTYSEQWQQLQQELTKTHSQDIEKLKSQYRALARDSAQAKRKYQEASKDKDRDKAKDKYVRSLWKLFAHHNRYVLGVRAAQLHHQHHHQLLLPGLLRSLQDLHEEMACILKEILQEYLEISSLVQDEVVAIHREMAAAAARIQPEAEYQGFLRQYGSAPDVPPCVTFDESLLEEGEPLEPGELQLNELTVESVQHTLTSVTDELAVATEMVFRRQEMVTQLQQELRNEEENTHPRERVQLLGKRQVLQEALQGLQVALCSQAKLQAQQELLQTKLEHLGPGEPPPVLLLQDDRHSTSSSEQEREGGRTPTLEILKSHISGIFRPKFSLPPPLQLIPEVQKPLHEQLWYHGAIPRAEVAELLVHSGDFLVRESQGKQEYVLSVLWDGL.... The pKd is 5.4. (3) The compound is C[C@@H](Oc1cc(-c2cnn(C3CCNCC3)c2)cnc1N)c1c(Cl)ccc(F)c1Cl. The target protein sequence is MGCSQSSNVKDFKTRRSKFTNGNNYGKSGNNKNSEDLAINPGMYVRKKEGKIGESYFKVRKLGSGAYGEVLLCREKHGHGEKAIKVIKKSQFDKMKYSITNKIECDDKIHEEIYNEISLLKSLDHPNIIKLFDVFEDKKYFYLVTEFYEGGELFEQIINRHKFDECDAANIMKQILSGICYLHKHNIVHRDIKPENILLENKHSLLNIKIVDFGLSSFFSKDNKLRDRLGTAYYIAPEVLRKKYNEKCDVWSCGVILYILLCGYPPFGGQNDQDIIKKVEKGKYYFDFNDWKNISEEAKELIKLMLTYDYNKRITAKEALNSKWIKKYANNINKSDQKTLCGALSNMRKFEGSQKLAQAAILFIGSKLTTLEERKELTDIFKKLDKNGDGQLDKKELIEGYNILRSFKNELGELKNVEEEVDNILKEVDFDKNGYIEYSEFISVCMDKQILFSEERLRDAFNLFDTDKSGKITKEELANLFGLTSISEQMWNEVLGEADK.... The pKd is 5.0. (4) The small molecule is CCCCCCC(C)(C)c1ccc([C@@H]2C[C@H](O)CC[C@H]2CCCO)c(O)c1. The target protein sequence is MKSILDGLADTTFRTITTDLLYVGSNDIQYEDIKGDMASKLGYFPQKFPLTSFRGSPFQEKMTAGDNPQLVPADQVNITEFYNKSLSSFKENEENIQCGENFMDIECFMVLNPSQQLAIAVLSLTLGTFTVLENLLVLCVILHSRSLRCRPSYHFIGSLAVADLLGSVIFVYSFIDFHVFHRKDSRNVFLFKLGGVTASFTASVGSLFLTAIDRYISAHRPLAYKRIVTRPKAVVAFCLMWTIAIVIAVLPLLGWNCEKLQSVCSDIFPHIDETYLMFWIGVTSVLLLFIVYAYMYILWKAHSHAVRMIQRGTQKSIIIHTSEDGKVQVTRPDQARMDIRLAKTLVLILVVLIICWGPLLAIMVYDVFGKMNKLIKTVFAFCSMLCLLNSTVNPIIYALRSKDLRHAFRSMFPSCEGTAQPLDNSMGDSDCLHKHANNAASVHRAAESCIKSTVKIAKVTMSVSTDTSAEAL. The pKd is 8.9.